Dataset: Full USPTO retrosynthesis dataset with 1.9M reactions from patents (1976-2016). Task: Predict the reactants needed to synthesize the given product. (1) Given the product [C:1]([O:5][C:6]([N:8]1[CH2:13][CH:12]2[CH2:14][CH:9]1[CH2:10][CH:11]2[O:15][CH2:26][CH2:27][O:28][CH:29]1[CH2:34][CH2:33][CH2:32][CH2:31][O:30]1)=[O:7])([CH3:4])([CH3:2])[CH3:3], predict the reactants needed to synthesize it. The reactants are: [C:1]([O:5][C:6]([N:8]1[CH2:13][CH:12]2[CH2:14][CH:9]1[CH2:10][CH:11]2[OH:15])=[O:7])([CH3:4])([CH3:3])[CH3:2].[OH-].[Na+].C1(C)C=CC=CC=1.Br[CH2:26][CH2:27][O:28][CH:29]1[CH2:34][CH2:33][CH2:32][CH2:31][O:30]1. (2) Given the product [C:1]([N:4]1[C:13]2[C:8](=[CH:9][CH:10]=[C:11]([NH:14][C:23]([O:25][CH3:26])=[O:24])[CH:12]=2)[N:7]([C:15]([O:17][CH:18]([CH3:20])[CH3:19])=[O:16])[CH2:6][C@@H:5]1[CH3:21])(=[O:3])[CH3:2], predict the reactants needed to synthesize it. The reactants are: [C:1]([N:4]1[C:13]2[C:8](=[CH:9][CH:10]=[C:11]([NH2:14])[CH:12]=2)[N:7]([C:15]([O:17][CH:18]([CH3:20])[CH3:19])=[O:16])[CH2:6][C@@H:5]1[CH3:21])(=[O:3])[CH3:2].Cl[C:23]([O:25][CH3:26])=[O:24].C(OC(=O)C)(=O)C.C(NC1C=C2C(=CC=1C1C=NN(C3CC3)C=1)N(C(OC(C)C)=O)C[C@H](C)N2C(=O)C)(=O)C.